Task: Predict the reactants needed to synthesize the given product.. Dataset: Full USPTO retrosynthesis dataset with 1.9M reactions from patents (1976-2016) (1) Given the product [F:11][C:12]1[CH:19]=[C:18]([F:20])[CH:17]=[CH:16][C:13]=1[CH2:14][O:10][C:7]1[CH:8]=[CH:9][C:4]([N+:1]([O-:3])=[O:2])=[CH:5][CH:6]=1, predict the reactants needed to synthesize it. The reactants are: [N+:1]([C:4]1[CH:9]=[CH:8][C:7]([OH:10])=[CH:6][CH:5]=1)([O-:3])=[O:2].[F:11][C:12]1[CH:19]=[C:18]([F:20])[CH:17]=[CH:16][C:13]=1[CH2:14]Br. (2) The reactants are: [Br:1][C:2]1[CH:11]=[N:10][C:5]2[O:6][CH2:7][CH2:8][NH:9][C:4]=2[CH:3]=1.[Br:12][C:13]1[CH:14]=[C:15]([CH:19]=[C:20]([Br:24])[C:21]=1[O:22][CH3:23])[C:16](Cl)=[O:17].C(N(CC)CC)C.O. Given the product [Br:1][C:2]1[CH:11]=[N:10][C:5]2[O:6][CH2:7][CH2:8][N:9]([C:16]([C:15]3[CH:19]=[C:20]([Br:24])[C:21]([O:22][CH3:23])=[C:13]([Br:12])[CH:14]=3)=[O:17])[C:4]=2[CH:3]=1, predict the reactants needed to synthesize it. (3) Given the product [Cl:1][C:2]1[CH:23]=[CH:22][C:5]([O:6][C:7]2[C:8](=[O:21])[NH:9][C:10]([NH:28][C:29]3[CH:30]=[N:31][NH:32][CH:33]=3)=[N:11][C:12]=2[C:13]([F:16])([F:15])[F:14])=[CH:4][C:3]=1[C:24]([F:27])([F:26])[F:25], predict the reactants needed to synthesize it. The reactants are: [Cl:1][C:2]1[CH:23]=[CH:22][C:5]([O:6][C:7]2[C:8](=[O:21])[NH:9][C:10](S(C)(=O)=O)=[N:11][C:12]=2[C:13]([F:16])([F:15])[F:14])=[CH:4][C:3]=1[C:24]([F:27])([F:26])[F:25].[NH2:28][C:29]1[CH:30]=[N:31][NH:32][CH:33]=1. (4) Given the product [F:1][C:2]1[C:11]2[NH:10][CH:9]=[C:8]3[C:12](=[O:24])[N:13]([C:15]4[CH:23]=[CH:22][C:18]([C:19]([Cl:28])=[O:20])=[CH:17][CH:16]=4)[N:14]=[C:7]3[C:6]=2[CH:5]=[CH:4][CH:3]=1, predict the reactants needed to synthesize it. The reactants are: [F:1][C:2]1[C:11]2[NH:10][CH:9]=[C:8]3[C:12](=[O:24])[N:13]([C:15]4[CH:23]=[CH:22][C:18]([C:19](O)=[O:20])=[CH:17][CH:16]=4)[N:14]=[C:7]3[C:6]=2[CH:5]=[CH:4][CH:3]=1.C(Cl)(=O)C([Cl:28])=O.CN(C)C=O. (5) Given the product [CH3:1][O:2][C:3](=[O:26])[CH:4]([C:9]1[CH:10]=[C:11]([C:16]2[CH:17]=[CH:18][C:19]([C:22]([F:23])([F:25])[F:24])=[CH:20][CH:21]=2)[CH:12]=[C:13]([O:15][C:30]2[CH:29]=[C:28]([F:27])[CH:33]=[C:32]([F:34])[CH:31]=2)[CH:14]=1)[CH2:5][CH:6]([CH3:8])[CH3:7], predict the reactants needed to synthesize it. The reactants are: [CH3:1][O:2][C:3](=[O:26])[CH:4]([C:9]1[CH:10]=[C:11]([C:16]2[CH:21]=[CH:20][C:19]([C:22]([F:25])([F:24])[F:23])=[CH:18][CH:17]=2)[CH:12]=[C:13]([OH:15])[CH:14]=1)[CH2:5][CH:6]([CH3:8])[CH3:7].[F:27][C:28]1[CH:29]=[C:30](B(O)O)[CH:31]=[C:32]([F:34])[CH:33]=1.